This data is from Catalyst prediction with 721,799 reactions and 888 catalyst types from USPTO. The task is: Predict which catalyst facilitates the given reaction. (1) Reactant: [NH2:1][C:2]1[CH:7]=[CH:6][C:5]([OH:8])=[CH:4][CH:3]=1.C(N(CC)CC)C.[C:16](O[C:16]([O:18][C:19]([CH3:22])([CH3:21])[CH3:20])=[O:17])([O:18][C:19]([CH3:22])([CH3:21])[CH3:20])=[O:17]. Product: [C:19]([O:18][C:16](=[O:17])[NH:1][C:2]1[CH:7]=[CH:6][C:5]([OH:8])=[CH:4][CH:3]=1)([CH3:22])([CH3:21])[CH3:20]. The catalyst class is: 5. (2) Reactant: Br[C:2]1[CH:7]=[CH:6][C:5]([C:8]([N:10]2[CH2:14][CH2:13][CH2:12][C@H:11]2[CH2:15][N:16]2[CH2:20][CH2:19][CH2:18][CH2:17]2)=[O:9])=[C:4]([F:21])[CH:3]=1.[CH3:22][S:23]([C:26]1[CH:31]=[CH:30][C:29](B(O)O)=[CH:28][CH:27]=1)(=[O:25])=[O:24].[F-].[Cs+]. Product: [F:21][C:4]1[CH:3]=[C:2]([C:29]2[CH:30]=[CH:31][C:26]([S:23]([CH3:22])(=[O:25])=[O:24])=[CH:27][CH:28]=2)[CH:7]=[CH:6][C:5]=1[C:8]([N:10]1[CH2:14][CH2:13][CH2:12][C@H:11]1[CH2:15][N:16]1[CH2:20][CH2:19][CH2:18][CH2:17]1)=[O:9]. The catalyst class is: 10. (3) Reactant: CO[C:3](=[C:5]([C:8]#[N:9])[C:6]#[N:7])[CH3:4].[NH:10]([C:12]1[C:17]([C:18]2[CH:23]=[CH:22][CH:21]=[CH:20][CH:19]=2)=[C:16]([C:24]2[CH:29]=[CH:28][CH:27]=[CH:26][CH:25]=2)[N:15]=[C:14]([C:30]([F:33])([F:32])[F:31])[N:13]=1)[NH2:11]. Product: [NH2:9][C:8]1[N:10]([C:12]2[C:17]([C:18]3[CH:19]=[CH:20][CH:21]=[CH:22][CH:23]=3)=[C:16]([C:24]3[CH:29]=[CH:28][CH:27]=[CH:26][CH:25]=3)[N:15]=[C:14]([C:30]([F:33])([F:32])[F:31])[N:13]=2)[N:11]=[C:3]([CH3:4])[C:5]=1[C:6]#[N:7]. The catalyst class is: 5. (4) Reactant: C([O:5][P:6]([O:40]C(C)(C)C)([O:8][CH2:9][O:10][C:11](=[O:39])[N:12]([C:36](=[O:38])[CH3:37])[CH2:13][C@@H:14]1[O:18][C:17](=[O:19])[N:16]([C:20]2[CH:25]=[CH:24][C:23]([N:26]3[CH2:33][C:32]4[C:28](=[N:29][N:30]([CH3:34])[CH:31]=4)[CH2:27]3)=[C:22]([F:35])[CH:21]=2)[CH2:15]1)=[O:7])(C)(C)C.Cl.C(OCC)C. Product: [P:6]([O:8][CH2:9][O:10][C:11](=[O:39])[N:12]([C:36](=[O:38])[CH3:37])[CH2:13][C@@H:14]1[O:18][C:17](=[O:19])[N:16]([C:20]2[CH:25]=[CH:24][C:23]([N:26]3[CH2:33][C:32]4[C:28](=[N:29][N:30]([CH3:34])[CH:31]=4)[CH2:27]3)=[C:22]([F:35])[CH:21]=2)[CH2:15]1)([OH:7])([OH:40])=[O:5]. The catalyst class is: 4. (5) Reactant: [CH3:1][C:2]([O:4][C:5]1[S:9][C:8]2[CH2:10][CH2:11][N:12]([CH:14]([C:22]([CH:24]3[CH2:26][CH2:25]3)=[O:23])[C:15]3[CH:16]=[CH:17][CH:18]=[CH:19][C:20]=3[F:21])[CH2:13][C:7]=2[CH:6]=1)=[O:3].[ClH:27]. Product: [CH3:1][C:2]([O:4][C:5]1[S:9][C:8]2[CH2:10][CH2:11][N:12]([CH:14]([C:22]([CH:24]3[CH2:26][CH2:25]3)=[O:23])[C:15]3[CH:16]=[CH:17][CH:18]=[CH:19][C:20]=3[F:21])[CH2:13][C:7]=2[CH:6]=1)=[O:3].[ClH:27]. The catalyst class is: 868. (6) Reactant: [Br:1][C:2]1[C:9]([OH:10])=[CH:8][CH:7]=[CH:6][C:3]=1[CH:4]=[O:5].CC(C)([O-])C.[K+].[O:17]1[CH2:20][CH2:19][C:18]1=[O:21]. Product: [Br:1][C:2]1[C:3]([CH:4]=[O:5])=[CH:6][CH:7]=[CH:8][C:9]=1[O:10][CH2:20][CH2:19][C:18]([OH:21])=[O:17]. The catalyst class is: 1. (7) Reactant: [CH2:1]([O:3][C:4](=[O:32])[CH2:5][CH2:6][CH2:7][CH2:8][CH2:9][CH2:10][N:11]([C:26]1[CH:31]=[CH:30][CH:29]=[CH:28][N:27]=1)[C:12]1[CH:17]=[CH:16][C:15](OS(C(F)(F)F)(=O)=O)=[CH:14][N:13]=1)[CH3:2].[F:33][C:34]1[CH:39]=[CH:38][C:37](B(O)O)=[CH:36][CH:35]=1.C(=O)([O-])[O-].[K+].[K+].O. Product: [CH2:1]([O:3][C:4](=[O:32])[CH2:5][CH2:6][CH2:7][CH2:8][CH2:9][CH2:10][N:11]([C:12]1[CH:17]=[CH:16][C:15]([C:37]2[CH:38]=[CH:39][C:34]([F:33])=[CH:35][CH:36]=2)=[CH:14][N:13]=1)[C:26]1[CH:31]=[CH:30][CH:29]=[CH:28][N:27]=1)[CH3:2]. The catalyst class is: 109. (8) Reactant: [CH2:1]([O:8][C@H:9]([CH3:15])[C@H:10]([OH:14])[C:11](O)=[O:12])[C:2]1[CH:7]=[CH:6][CH:5]=[CH:4][CH:3]=1.B(OC)(OC)OC.CSC.B.B([O-])([O-])[O-].CSC. Product: [CH2:1]([O:8][C@H:9]([CH3:15])[C@H:10]([OH:14])[CH2:11][OH:12])[C:2]1[CH:7]=[CH:6][CH:5]=[CH:4][CH:3]=1. The catalyst class is: 83. (9) Reactant: [CH3:1][O:2][C:3]1[CH:4]=[C:5]([N:12]2[CH2:17][CH2:16][CH:15]([N:18]3[CH2:23][CH2:22][N:21]([CH3:24])[CH2:20][CH2:19]3)[CH2:14][CH2:13]2)[CH:6]=[CH:7][C:8]=1[N+:9]([O-])=O.Cl. The catalyst class is: 29. Product: [CH3:1][O:2][C:3]1[CH:4]=[C:5]([N:12]2[CH2:17][CH2:16][CH:15]([N:18]3[CH2:19][CH2:20][N:21]([CH3:24])[CH2:22][CH2:23]3)[CH2:14][CH2:13]2)[CH:6]=[CH:7][C:8]=1[NH2:9]. (10) Reactant: [C@H:1]1([N:8]2[CH:15]=[C:14]([CH3:16])[C:12]([NH2:13])=[N:11][C:9]2=[O:10])[O:5][C@@H:4]([CH2:6][OH:7])[CH:3]=[CH:2]1. Product: [C@H:1]1([N:8]2[CH:15]=[C:14]([CH3:16])[C:12]([NH2:13])=[N:11][C:9]2=[O:10])[O:5][C@@H:4]([CH2:6][OH:7])[CH2:3][CH2:2]1. The catalyst class is: 19.